This data is from NCI-60 drug combinations with 297,098 pairs across 59 cell lines. The task is: Regression. Given two drug SMILES strings and cell line genomic features, predict the synergy score measuring deviation from expected non-interaction effect. (1) Drug 1: C1CNP(=O)(OC1)N(CCCl)CCCl. Drug 2: N.N.Cl[Pt+2]Cl. Cell line: EKVX. Synergy scores: CSS=1.44, Synergy_ZIP=-0.638, Synergy_Bliss=4.22, Synergy_Loewe=-5.62, Synergy_HSA=-0.387. (2) Cell line: ACHN. Drug 2: C1CC(C1)(C(=O)O)C(=O)O.[NH2-].[NH2-].[Pt+2]. Synergy scores: CSS=56.9, Synergy_ZIP=-0.554, Synergy_Bliss=0.295, Synergy_Loewe=-3.20, Synergy_HSA=1.77. Drug 1: C1CN1P(=S)(N2CC2)N3CC3. (3) Drug 1: CCCCC(=O)OCC(=O)C1(CC(C2=C(C1)C(=C3C(=C2O)C(=O)C4=C(C3=O)C=CC=C4OC)O)OC5CC(C(C(O5)C)O)NC(=O)C(F)(F)F)O. Drug 2: N.N.Cl[Pt+2]Cl. Cell line: NCI-H226. Synergy scores: CSS=39.6, Synergy_ZIP=-6.18, Synergy_Bliss=-4.06, Synergy_Loewe=-4.22, Synergy_HSA=-1.56. (4) Drug 1: C1=NC2=C(N=C(N=C2N1C3C(C(C(O3)CO)O)O)F)N. Drug 2: CC1C(C(CC(O1)OC2CC(OC(C2O)C)OC3=CC4=CC5=C(C(=O)C(C(C5)C(C(=O)C(C(C)O)O)OC)OC6CC(C(C(O6)C)O)OC7CC(C(C(O7)C)O)OC8CC(C(C(O8)C)O)(C)O)C(=C4C(=C3C)O)O)O)O. Cell line: MALME-3M. Synergy scores: CSS=37.4, Synergy_ZIP=-1.37, Synergy_Bliss=-1.50, Synergy_Loewe=-11.7, Synergy_HSA=-1.87. (5) Drug 1: CC12CCC3C(C1CCC2=O)CC(=C)C4=CC(=O)C=CC34C. Drug 2: C1C(C(OC1N2C=C(C(=O)NC2=O)F)CO)O. Cell line: NCI-H460. Synergy scores: CSS=68.4, Synergy_ZIP=0.926, Synergy_Bliss=-0.445, Synergy_Loewe=-2.09, Synergy_HSA=3.49. (6) Drug 1: CCC1(CC2CC(C3=C(CCN(C2)C1)C4=CC=CC=C4N3)(C5=C(C=C6C(=C5)C78CCN9C7C(C=CC9)(C(C(C8N6C=O)(C(=O)OC)O)OC(=O)C)CC)OC)C(=O)OC)O.OS(=O)(=O)O. Drug 2: C1=CC=C(C(=C1)C(C2=CC=C(C=C2)Cl)C(Cl)Cl)Cl. Cell line: RPMI-8226. Synergy scores: CSS=66.9, Synergy_ZIP=4.40, Synergy_Bliss=-2.02, Synergy_Loewe=-59.4, Synergy_HSA=-2.28.